From a dataset of Tox21: 12 toxicity assays (nuclear receptors and stress response pathways). Binary classification across 12 toxicity assays. (1) The compound is CC/C=C/C/C=C/C/C=C/CCCCCCCC(=O)OCC. It tested positive (active) for: SR-MMP (Mitochondrial Membrane Potential disruption). (2) It tested positive (active) for: NR-AR (Androgen Receptor agonist activity), NR-AR-LBD (Androgen Receptor Ligand Binding Domain agonist), and SR-MMP (Mitochondrial Membrane Potential disruption). The compound is CCC(=O)O[C@]1(C(=O)CCl)[C@@H](C)C[C@H]2[C@@H]3C[C@H](F)C4=CC(=O)C=C[C@]4(C)[C@@]3(F)[C@@H](O)C[C@@]21C. (3) The molecule is Nc1ccc(N)cc1. It tested positive (active) for: NR-AhR (Aryl hydrocarbon Receptor agonist activity), SR-ARE (Antioxidant Response Element (oxidative stress)), SR-ATAD5 (ATAD5 genotoxicity (DNA damage)), and SR-MMP (Mitochondrial Membrane Potential disruption). (4) The molecule is Clc1ccc(C(c2ccccc2Cl)C(Cl)Cl)cc1. It tested positive (active) for: NR-ER (Estrogen Receptor agonist activity), NR-ER-LBD (Estrogen Receptor Ligand Binding Domain agonist), and SR-MMP (Mitochondrial Membrane Potential disruption). (5) The compound is CN1C(=O)CN2CCc3ccccc3C2c2cc(Cl)ccc21. It tested positive (active) for: NR-AhR (Aryl hydrocarbon Receptor agonist activity), and SR-p53 (p53 tumor suppressor activation).